This data is from Full USPTO retrosynthesis dataset with 1.9M reactions from patents (1976-2016). The task is: Predict the reactants needed to synthesize the given product. (1) Given the product [F:14][C:9]1[CH:10]=[CH:11][CH:12]=[CH:13][C:8]=1[C:6]1[N:5]=[C:4]([NH:15][CH:16]([CH3:18])[CH3:17])[N:3]=[C:2]([NH:25][C:22]2[CH:23]=[CH:24][N:19]=[CH:20][CH:21]=2)[N:7]=1, predict the reactants needed to synthesize it. The reactants are: Cl[C:2]1[N:7]=[C:6]([C:8]2[CH:13]=[CH:12][CH:11]=[CH:10][C:9]=2[F:14])[N:5]=[C:4]([NH:15][CH:16]([CH3:18])[CH3:17])[N:3]=1.[N:19]1[CH:24]=[CH:23][C:22]([NH2:25])=[CH:21][CH:20]=1.[F-].[Cs+].CCN(C(C)C)C(C)C. (2) Given the product [Cl:13][C:14]1[CH:19]=[CH:18][CH:17]=[C:16]([O:20][CH3:21])[C:15]=1[C:2]1[CH:3]=[C:4]2[C:9](=[CH:10][CH:11]=1)[N:8]=[CH:7][NH:6][C:5]2=[O:12], predict the reactants needed to synthesize it. The reactants are: Br[C:2]1[CH:3]=[C:4]2[C:9](=[CH:10][CH:11]=1)[N:8]=[CH:7][NH:6][C:5]2=[O:12].[Cl:13][C:14]1[CH:19]=[CH:18][CH:17]=[C:16]([O:20][CH3:21])[C:15]=1B(O)O.C(=O)([O-])[O-].[K+].[K+].C1(P(C2C=CC=CC=2)C2C=CC=CC=2)C=CC=CC=1.C(=O)(O)[O-].